This data is from Full USPTO retrosynthesis dataset with 1.9M reactions from patents (1976-2016). The task is: Predict the reactants needed to synthesize the given product. (1) Given the product [NH2:1][C:2]1[C:7]([C:8]2[N:17]([C:18]3[CH:23]=[CH:22][C:21]([C:24]4([NH:28][C:29](=[O:35])[O:30][C:31]([CH3:34])([CH3:33])[CH3:32])[CH2:27][CH2:26][CH2:25]4)=[CH:20][CH:19]=3)[C:11]3=[N:12][C:13]([C:48]4[CH:49]=[CH:50][CH:51]=[C:46]([N:42]5[CH2:43][CH2:44][O:45][CH:40]([C:38](=[O:39])[N:37]([CH3:36])[CH3:61])[CH2:41]5)[CH:47]=4)=[CH:14][CH:15]=[C:10]3[N:9]=2)=[CH:6][CH:5]=[CH:4][N:3]=1, predict the reactants needed to synthesize it. The reactants are: [NH2:1][C:2]1[C:7]([C:8]2[N:17]([C:18]3[CH:23]=[CH:22][C:21]([C:24]4([NH:28][C:29](=[O:35])[O:30][C:31]([CH3:34])([CH3:33])[CH3:32])[CH2:27][CH2:26][CH2:25]4)=[CH:20][CH:19]=3)[C:11]3=[N:12][C:13](Cl)=[CH:14][CH:15]=[C:10]3[N:9]=2)=[CH:6][CH:5]=[CH:4][N:3]=1.[CH3:36][N:37]([CH3:61])[C:38]([CH:40]1[O:45][CH2:44][CH2:43][N:42]([C:46]2[CH:51]=[CH:50][CH:49]=[C:48](B3OC(C)(C)C(C)(C)O3)[CH:47]=2)[CH2:41]1)=[O:39].[OH-].[Na+]. (2) Given the product [ClH:20].[O:13]1[CH2:14][CH2:15][CH:10]([NH:9][NH2:8])[CH2:11][CH2:12]1, predict the reactants needed to synthesize it. The reactants are: C(OC([NH:8][N:9]=[C:10]1[CH2:15][CH2:14][O:13][CH2:12][CH2:11]1)=O)(C)(C)C.C([BH3-])#N.[Na+].[ClH:20]. (3) Given the product [CH3:7][O:8][C:9]([C:11]1[C@@H:12]2[N:26]([C:27]([O:29][C:30]([CH3:33])([CH3:32])[CH3:31])=[O:28])[C@H:15]([CH2:16][C:17]=1[C:38]1[CH:39]=[CH:40][C:35]([OH:34])=[CH:36][CH:37]=1)[CH2:14][CH2:13]2)=[O:10], predict the reactants needed to synthesize it. The reactants are: C([O-])([O-])=O.[Na+].[Na+].[CH3:7][O:8][C:9]([C:11]1[C@@H:12]2[N:26]([C:27]([O:29][C:30]([CH3:33])([CH3:32])[CH3:31])=[O:28])[C@H:15]([CH2:16][C:17]=1OS(C(F)(F)F)(=O)=O)[CH2:14][CH2:13]2)=[O:10].[OH:34][C:35]1[CH:40]=[CH:39][C:38](B(O)O)=[CH:37][CH:36]=1. (4) The reactants are: Cl[C:2]1[N:10]=[C:9]2[C:5]([N:6]([CH2:21][C@H:22]3[CH2:27][CH2:26][C@H:25]([CH3:28])[CH2:24][CH2:23]3)[C:7]([C:11]3([C:15]4[CH:20]=[CH:19][CH:18]=[CH:17][CH:16]=4)[CH2:14][CH2:13][CH2:12]3)=[N:8]2)=[C:4]([NH:29][C@@H:30]([CH:32]2[CH2:35][CH2:34][CH2:33]2)[CH3:31])[N:3]=1.C[C:37]([N:39](C)C)=O. Given the product [CH:32]1([C@H:30]([NH:29][C:4]2[N:3]=[C:2]([C:37]#[N:39])[N:10]=[C:9]3[C:5]=2[N:6]([CH2:21][C@H:22]2[CH2:27][CH2:26][C@H:25]([CH3:28])[CH2:24][CH2:23]2)[C:7]([C:11]2([C:15]4[CH:16]=[CH:17][CH:18]=[CH:19][CH:20]=4)[CH2:12][CH2:13][CH2:14]2)=[N:8]3)[CH3:31])[CH2:35][CH2:34][CH2:33]1, predict the reactants needed to synthesize it. (5) Given the product [CH2:1]([C:8]1[CH:9]=[N:10][C:11]2[C:16]([C:17]=1[C:18]1[CH:19]=[C:20]([NH:24][CH2:33][C:32]3[CH:35]=[C:36]([O:39][CH3:40])[CH:37]=[CH:38][C:31]=3[O:30][CH3:29])[CH:21]=[CH:22][CH:23]=1)=[CH:15][CH:14]=[CH:13][C:12]=2[C:25]([F:28])([F:26])[F:27])[C:2]1[CH:3]=[CH:4][CH:5]=[CH:6][CH:7]=1, predict the reactants needed to synthesize it. The reactants are: [CH2:1]([C:8]1[CH:9]=[N:10][C:11]2[C:16]([C:17]=1[C:18]1[CH:19]=[C:20]([NH2:24])[CH:21]=[CH:22][CH:23]=1)=[CH:15][CH:14]=[CH:13][C:12]=2[C:25]([F:28])([F:27])[F:26])[C:2]1[CH:7]=[CH:6][CH:5]=[CH:4][CH:3]=1.[CH3:29][O:30][C:31]1[CH:38]=[CH:37][C:36]([O:39][CH3:40])=[CH:35][C:32]=1[CH:33]=O. (6) Given the product [CH3:10][OH:11].[O:16]1[CH2:17][CH2:18][N:13]([CH2:2][C:3]2[CH:8]=[CH:7][CH:6]=[CH:5][C:4]=2[CH2:9][C:10]([OH:12])=[O:11])[CH2:14][CH2:15]1, predict the reactants needed to synthesize it. The reactants are: Cl[CH2:2][C:3]1[CH:8]=[CH:7][CH:6]=[CH:5][C:4]=1[CH2:9][C:10]([OH:12])=[O:11].[NH:13]1[CH2:18][CH2:17][O:16][CH2:15][CH2:14]1.